From a dataset of Reaction yield outcomes from USPTO patents with 853,638 reactions. Predict the reaction yield, written as a fraction of the theoretical maximum amount of product (1.0 means a 100% yield; for example, 0.34 means a 34% yield). (1) The reactants are O[C:2]1[C:11](O)=[CH:10][C:9]2[C:4](=[CH:5][CH:6]=[CH:7][CH:8]=2)[CH:3]=1.[C:13]1([NH2:20])[CH:18]=[CH:17][CH:16]=[CH:15][C:14]=1[NH2:19].CN(C)C1C=CC=CC=1.C(Cl)Cl. The catalyst is C1(C)C=CC=CC=1.CCCCCCC. The product is [CH:18]1[C:13]2[NH:20][C:11]3[CH:10]=[C:9]4[CH:8]=[CH:7][CH:6]=[CH:5][C:4]4=[CH:3][C:2]=3[NH:19][C:14]=2[CH:15]=[CH:16][CH:17]=1. The yield is 0.760. (2) The reactants are [NH2:1][C:2]1[CH:10]=[CH:9][C:5]([CH2:6][CH2:7][OH:8])=[CH:4][CH:3]=1.[C:11](O[C:11]([O:13][C:14]([CH3:17])([CH3:16])[CH3:15])=[O:12])([O:13][C:14]([CH3:17])([CH3:16])[CH3:15])=[O:12]. The catalyst is C1COCC1. The product is [C:14]([O:13][C:11]([NH:1][C:2]1[CH:10]=[CH:9][C:5]([CH2:6][CH2:7][OH:8])=[CH:4][CH:3]=1)=[O:12])([CH3:17])([CH3:16])[CH3:15]. The yield is 0.940. (3) The reactants are [Li+].[OH-].C([O:5][C:6]([C:8]1[NH:9][C:10](=[O:35])[N:11]([CH:19]2[CH2:24][CH2:23][CH2:22][N:21]([C:25]([O:27][CH2:28][C:29]3[CH:34]=[CH:33][CH:32]=[CH:31][CH:30]=3)=[O:26])[CH2:20]2)[C:12]=1[C:13]1[CH:18]=[CH:17][CH:16]=[CH:15][CH:14]=1)=[O:7])C.Cl. The catalyst is O1CCOCC1. The product is [CH2:28]([O:27][C:25]([N:21]1[CH2:22][CH2:23][CH2:24][CH:19]([N:11]2[C:12]([C:13]3[CH:18]=[CH:17][CH:16]=[CH:15][CH:14]=3)=[C:8]([C:6]([OH:7])=[O:5])[NH:9][C:10]2=[O:35])[CH2:20]1)=[O:26])[C:29]1[CH:34]=[CH:33][CH:32]=[CH:31][CH:30]=1. The yield is 1.00. (4) The reactants are [CH3:1][O:2][C:3](=[O:40])[NH:4][CH:5]([C:9]([N:11]1[CH2:15][CH2:14][CH2:13][CH:12]1[C:16]1[NH:17][C:18]([C:21]2[CH:30]=[CH:29][C:28]3[C:23](=[CH:24][CH:25]=[C:26](B4OC(C)(C)C(C)(C)O4)[CH:27]=3)[CH:22]=2)=[CH:19][N:20]=1)=[O:10])[CH:6]([CH3:8])[CH3:7].[C:41]([O:45][C:46]([N:48]1[CH2:53][CH:52]2[CH2:54][CH:49]1[CH2:50][CH2:51]2)=[O:47])([CH3:44])([CH3:43])[CH3:42].C([O-])([O-])=O.[K+].[K+].N#N. The catalyst is COCCOC.C1C=CC([P]([Pd]([P](C2C=CC=CC=2)(C2C=CC=CC=2)C2C=CC=CC=2)([P](C2C=CC=CC=2)(C2C=CC=CC=2)C2C=CC=CC=2)[P](C2C=CC=CC=2)(C2C=CC=CC=2)C2C=CC=CC=2)(C2C=CC=CC=2)C2C=CC=CC=2)=CC=1. The product is [C:41]([O:45][C:46]([N:48]1[CH:53]([C:16]2[NH:17][C:18]([C:21]3[CH:30]=[CH:29][C:28]([C:26]4[CH:25]=[CH:24][C:23]5[C:28](=[CH:29][CH:30]=[C:21]([C:18]6[NH:17][C:16]([CH:12]7[CH2:13][CH2:14][CH2:15][N:11]7[C:9](=[O:10])[CH:5]([NH:4][C:3]([O:2][CH3:1])=[O:40])[CH:6]([CH3:7])[CH3:8])=[N:20][CH:19]=6)[CH:22]=5)[CH:27]=4)=[CH:23][CH:22]=3)=[CH:19][N:20]=2)[CH:52]2[CH2:54][CH:49]1[CH2:50][CH2:51]2)=[O:47])([CH3:44])([CH3:42])[CH3:43]. The yield is 0.160. (5) The reactants are Br[C:2]1[CH:3]=[N:4][C:5]([O:12][CH3:13])=[C:6]([CH:11]=1)[C:7]([O:9][CH3:10])=[O:8].[CH3:14][C:15]1([CH3:31])[C:19]([CH3:21])([CH3:20])[O:18][B:17]([B:17]2[O:18][C:19]([CH3:21])([CH3:20])[C:15]([CH3:31])([CH3:14])[O:16]2)[O:16]1.C([O-])(=O)C.[K+]. The catalyst is C1C=CC(P(C2C=CC=CC=2)[C-]2C=CC=C2)=CC=1.C1C=CC(P(C2C=CC=CC=2)[C-]2C=CC=C2)=CC=1.Cl[Pd]Cl.[Fe+2]. The product is [CH3:13][O:12][C:5]1[N:4]=[CH:3][C:2]([B:17]2[O:18][C:19]([CH3:21])([CH3:20])[C:15]([CH3:31])([CH3:14])[O:16]2)=[CH:11][C:6]=1[C:7]([O:9][CH3:10])=[O:8]. The yield is 0.720. (6) The reactants are [N:1]1[C:6]2[CH:7]=[N:8][CH:9]=[CH:10][C:5]=2[C:4](O)=[N:3][CH:2]=1.S(Cl)([Cl:14])=O. The catalyst is CN(C)C=O. The product is [Cl:14][C:4]1[C:5]2[CH:10]=[CH:9][N:8]=[CH:7][C:6]=2[N:1]=[CH:2][N:3]=1. The yield is 0.994. (7) The reactants are [N+:1]([C:4]1[CH:12]=[CH:11][CH:10]=[C:9]2[C:5]=1[CH2:6][N:7]([CH:14]1[CH2:19][CH2:18][C:17](=[O:20])[NH:16][C:15]1=[O:21])[C:8]2=[O:13])([O-])=O.CS(O)(=O)=O.[H][H]. The catalyst is [Pd].CO. The product is [CH:11]1[CH:10]=[C:9]2[C:8](=[O:13])[N:7]([CH:14]3[C:15](=[O:21])[NH:16][C:17](=[O:20])[CH2:18][CH2:19]3)[CH2:6][C:5]2=[C:4]([NH2:1])[CH:12]=1. The yield is 0.780. (8) The reactants are [O:1]1CCC[CH2:2]1.Br[C:7]1[CH:21]=[CH:20][C:10]([CH2:11][O:12][C:13]2[CH:18]=[C:17]([CH3:19])[CH:16]=[CH:15][N:14]=2)=[CH:9][CH:8]=1.C([Li])CCC. The catalyst is O. The product is [CH3:19][C:17]1[CH:16]=[CH:15][N:14]=[C:13]([O:12][CH2:11][C:10]2[CH:20]=[CH:21][C:7]([CH:2]=[O:1])=[CH:8][CH:9]=2)[CH:18]=1. The yield is 0.554. (9) The reactants are OC(C(F)(F)F)=O.[CH2:8]1[C:17]2[C:12](=[CH:13][C:14]([CH:18]([NH:20][C:21](=[O:23])[CH3:22])[CH3:19])=[CH:15][CH:16]=2)[CH2:11][CH2:10][NH:9]1.Br[CH2:25][C:26]1[CH:31]=[CH:30][C:29]([O:32][CH:33]([CH3:35])[CH3:34])=[CH:28][C:27]=1[CH3:36]. No catalyst specified. The product is [CH:33]([O:32][C:29]1[CH:30]=[CH:31][C:26]([CH2:25][N:9]2[CH2:10][CH2:11][C:12]3[C:17](=[CH:16][CH:15]=[C:14]([CH:18]([NH:20][C:21](=[O:23])[CH3:22])[CH3:19])[CH:13]=3)[CH2:8]2)=[C:27]([CH3:36])[CH:28]=1)([CH3:35])[CH3:34]. The yield is 0.150. (10) The reactants are [NH2:1][C:2](=[O:31])[CH2:3][CH2:4][C:5]1[CH:6]=[CH:7][C:8]2[N:12]=[C:11]([CH2:13][NH:14][C:15]3[CH:20]=[CH:19][CH:18]=[CH:17][C:16]=3/[CH:21]=[CH:22]/[C:23]([O:25]C(C)(C)C)=[O:24])[NH:10][C:9]=2[CH:30]=1.C(O)(C(F)(F)F)=O.C(Cl)Cl. No catalyst specified. The product is [NH2:1][C:2](=[O:31])[CH2:3][CH2:4][C:5]1[CH:6]=[CH:7][C:8]2[N:12]=[C:11]([CH2:13][NH:14][C:15]3[CH:20]=[CH:19][CH:18]=[CH:17][C:16]=3/[CH:21]=[CH:22]/[C:23]([OH:25])=[O:24])[NH:10][C:9]=2[CH:30]=1. The yield is 0.750.